This data is from Forward reaction prediction with 1.9M reactions from USPTO patents (1976-2016). The task is: Predict the product of the given reaction. (1) The product is: [CH2:4]([C:2]1([Br:1])[CH2:3][C:12]1([Br:15])[Br:13])[CH2:5][CH2:6][CH2:7][CH2:8][CH2:9][CH2:10][CH3:11]. Given the reactants [Br:1][C:2]([CH2:4][CH2:5][CH2:6][CH2:7][CH2:8][CH2:9][CH2:10][CH3:11])=[CH2:3].[CH:12]([Br:15])(Br)[Br:13].C(Cl)Cl.[OH-].[K+], predict the reaction product. (2) Given the reactants F[C:2]1[C:11]([N+:12]([O-:14])=[O:13])=[CH:10][C:5]([C:6]([O:8][CH3:9])=[O:7])=[C:4]([O:15][CH3:16])[CH:3]=1.CCN(C(C)C)C(C)C.[CH3:26][O:27][C:28]1[CH:33]=[CH:32][C:31]([CH2:34][NH2:35])=[CH:30][CH:29]=1, predict the reaction product. The product is: [CH3:16][O:15][C:4]1[CH:3]=[C:2]([NH:35][CH2:34][C:31]2[CH:32]=[CH:33][C:28]([O:27][CH3:26])=[CH:29][CH:30]=2)[C:11]([N+:12]([O-:14])=[O:13])=[CH:10][C:5]=1[C:6]([O:8][CH3:9])=[O:7]. (3) Given the reactants [CH2:1]([O:3][C:4]([CH2:6][CH:7]([CH2:11][CH:12]([CH3:14])[CH3:13])[C:8]([OH:10])=O)=[O:5])[CH3:2].[C:15]1([C:21]2[CH:22]=[C:23]([CH:26]=[CH:27][CH:28]=2)[CH2:24][NH2:25])[CH:20]=[CH:19][CH:18]=[CH:17][CH:16]=1.C1C=CC2N(O)N=NC=2C=1.C(Cl)CCl.CN1CCOCC1, predict the reaction product. The product is: [CH3:13][CH:12]([CH3:14])[CH2:11][CH:7]([C:8](=[O:10])[NH:25][CH2:24][C:23]1[CH:26]=[CH:27][CH:28]=[C:21]([C:15]2[CH:20]=[CH:19][CH:18]=[CH:17][CH:16]=2)[CH:22]=1)[CH2:6][C:4]([O:3][CH2:1][CH3:2])=[O:5].